Dataset: Full USPTO retrosynthesis dataset with 1.9M reactions from patents (1976-2016). Task: Predict the reactants needed to synthesize the given product. (1) Given the product [CH2:1]([O:3][C:4]1[CH:5]=[C:6]([O:16][C:17]2[CH:18]=[N:19][C:20]([S:23]([CH3:26])(=[O:24])=[O:25])=[CH:21][CH:22]=2)[CH:7]=[C:8]2[C:12]=1[NH:11][C:10]([C:13]([NH2:29])=[O:15])=[CH:9]2)[CH3:2], predict the reactants needed to synthesize it. The reactants are: [CH2:1]([O:3][C:4]1[CH:5]=[C:6]([O:16][C:17]2[CH:18]=[N:19][C:20]([S:23]([CH3:26])(=[O:25])=[O:24])=[CH:21][CH:22]=2)[CH:7]=[C:8]2[C:12]=1[NH:11][C:10]([C:13]([OH:15])=O)=[CH:9]2)[CH3:2].[NH4+].O[N:29]1C2C=CC=CC=2N=N1.Cl.C(N=C=NCCCN(C)C)C. (2) Given the product [CH3:38][S:39][CH2:12][C:11]1[CH:16]=[CH:17][CH:18]=[CH:9][C:10]=1[C:9]1[CH:10]=[C:11]2[C:16](=[C:17]([O:19][CH2:20][O:21][CH2:22][CH2:23][Si:24]([CH3:26])([CH3:25])[CH3:27])[CH:18]=1)[N:15]=[CH:14][N:13]([CH2:28][O:29][CH2:30][CH2:31][Si:32]([CH3:33])([CH3:35])[CH3:34])[C:12]2=[O:36], predict the reactants needed to synthesize it. The reactants are: CC1(C)C(C)(C)OB([C:9]2[CH:10]=[C:11]3[C:16](=[C:17]([O:19][CH2:20][O:21][CH2:22][CH2:23][Si:24]([CH3:27])([CH3:26])[CH3:25])[CH:18]=2)[N:15]=[CH:14][N:13]([CH2:28][O:29][CH2:30][CH2:31][Si:32]([CH3:35])([CH3:34])[CH3:33])[C:12]3=[O:36])O1.[CH3:38][SH:39].C(=O)([O-])[O-].[K+].[K+]. (3) Given the product [F:56][C:55]([F:58])([F:57])[C:53]([OH:59])=[O:54].[O:40]1[CH2:39][CH2:38][N:37]([C:19]2[C:20]3[N:21]([CH:22]=[C:23](/[CH:25]=[CH:26]/[C:27]4[CH:36]=[CH:35][C:34]5[C:29](=[CH:30][CH:31]=[CH:32][CH:33]=5)[N:28]=4)[N:24]=3)[C:16]([C:13]3[CH:14]=[CH:15][C:10]([NH:9][CH2:5][C:6]([OH:8])=[O:7])=[N:11][CH:12]=3)=[CH:17][N:18]=2)[CH2:42][CH2:41]1, predict the reactants needed to synthesize it. The reactants are: C([CH:5]([N:9](C(OC(C)(C)C)=O)[C:10]1[CH:15]=[CH:14][C:13]([C:16]2[N:21]3[CH:22]=[C:23](/[CH:25]=[CH:26]/[C:27]4[CH:36]=[CH:35][C:34]5[C:29](=[CH:30][CH:31]=[CH:32][CH:33]=5)[N:28]=4)[N:24]=[C:20]3[C:19]([N:37]3[CH2:42][CH2:41][O:40][CH2:39][CH2:38]3)=[N:18][CH:17]=2)=[CH:12][N:11]=1)[C:6]([O-:8])=[O:7])(C)(C)C.C(Cl)Cl.[C:53]([OH:59])([C:55]([F:58])([F:57])[F:56])=[O:54]. (4) Given the product [CH:5]1([N:9]2[CH2:15][CH2:14][C:13]3[CH:16]=[C:17]([O:20][C:21]4[N:22]=[CH:23][C:24]([C:27]([Cl:3])=[O:29])=[N:25][CH:26]=4)[CH:18]=[CH:19][C:12]=3[CH2:11][CH2:10]2)[CH2:8][CH2:7][CH2:6]1, predict the reactants needed to synthesize it. The reactants are: S(Cl)([Cl:3])=O.[CH:5]1([N:9]2[CH2:15][CH2:14][C:13]3[CH:16]=[C:17]([O:20][C:21]4[N:22]=[CH:23][C:24]([C:27]([OH:29])=O)=[N:25][CH:26]=4)[CH:18]=[CH:19][C:12]=3[CH2:11][CH2:10]2)[CH2:8][CH2:7][CH2:6]1.